Task: Predict the product of the given reaction.. Dataset: Forward reaction prediction with 1.9M reactions from USPTO patents (1976-2016) (1) Given the reactants Br[C:2]1[CH:7]=[CH:6][C:5]([Br:8])=[CH:4][CH:3]=1.C([Li])CCC.[CH2:14]([O:21][C@@H:22]1[C@@H:27]([O:28][CH2:29][C:30]2[CH:35]=[CH:34][CH:33]=[CH:32][CH:31]=2)[C@H:26]([O:36][CH2:37][C:38]2[CH:43]=[CH:42][CH:41]=[CH:40][CH:39]=2)[C@@H:25]([CH2:44][O:45][CH2:46][C:47]2[CH:52]=[CH:51][CH:50]=[CH:49][CH:48]=2)[O:24][C@H:23]1[N:53]1[C:61]2[C:56](=[C:57]([CH3:62])[CH:58]=[CH:59][CH:60]=2)[C:55]([CH:63]=[O:64])=[CH:54]1)[C:15]1[CH:20]=[CH:19][CH:18]=[CH:17][CH:16]=1.Cl.[NH4+], predict the reaction product. The product is: [CH2:14]([O:21][C@@H:22]1[C@@H:27]([O:28][CH2:29][C:30]2[CH:31]=[CH:32][CH:33]=[CH:34][CH:35]=2)[C@H:26]([O:36][CH2:37][C:38]2[CH:43]=[CH:42][CH:41]=[CH:40][CH:39]=2)[C@@H:25]([CH2:44][O:45][CH2:46][C:47]2[CH:48]=[CH:49][CH:50]=[CH:51][CH:52]=2)[O:24][C@H:23]1[N:53]1[C:61]2[C:56](=[C:57]([CH3:62])[CH:58]=[CH:59][CH:60]=2)[C:55]([CH:63]([OH:64])[C:2]2[CH:7]=[CH:6][C:5]([Br:8])=[CH:4][CH:3]=2)=[CH:54]1)[C:15]1[CH:20]=[CH:19][CH:18]=[CH:17][CH:16]=1. (2) Given the reactants O=C[C@@H]([C@H]([C@@H]([C@@H](CO)O)O)O)O.C1C=[N+]([C@@H]2O[C@H](COP(OP(OC[C@H]3O[C@@H](N4C5N=CN=C(N)C=5N=C4)[C@H](OP(O)(O)=O)[C@@H]3O)(O)=O)(O)=O)[C@@H](O)[C@H]2O)C=C(C(N)=O)C=1.[OH:61][CH2:62][C:63](=[O:70])[CH2:64][C:65]([O:67][CH2:68][CH3:69])=[O:66].[OH-].[Na+], predict the reaction product. The product is: [OH:70][C@H:63]([CH2:62][OH:61])[CH2:64][C:65]([O:67][CH2:68][CH3:69])=[O:66]. (3) Given the reactants N([O-])=O.[Na+].N[C@H:6]([CH2:10][C:11]1[CH:16]=[CH:15][C:14]([CH2:17][CH3:18])=[C:13]([CH2:19][CH3:20])[CH:12]=1)[C:7]([OH:9])=[O:8].C([O:23]CC)C, predict the reaction product. The product is: [CH2:19]([C:13]1[CH:12]=[C:11]([CH2:10][C@@H:6]([OH:23])[C:7]([OH:9])=[O:8])[CH:16]=[CH:15][C:14]=1[CH2:17][CH3:18])[CH3:20]. (4) The product is: [CH2:25]1[C:26]2[C:27](=[CH:39][CH:31]=[CH:32][CH:33]=2)[CH2:28][CH:24]1[NH:23][C:21](=[O:22])[NH:20][C:17]1[CH:16]=[CH:15][C:14]([C:11]2[S:10][C:9]([CH2:8][CH2:7][C:2]([CH3:1])([CH3:29])[C:3]([O:5][CH3:6])=[O:4])=[N:13][CH:12]=2)=[CH:19][CH:18]=1. Given the reactants [CH3:1][C:2]([CH3:29])([CH2:7][CH2:8][C:9]1[S:10][C:11]([C:14]2[CH:19]=[CH:18][C:17]([NH:20][C:21]([N:23]3[CH2:28][CH2:27][CH2:26][CH2:25][CH2:24]3)=[O:22])=[CH:16][CH:15]=2)=[CH:12][N:13]=1)[C:3]([O:5][CH3:6])=[O:4].Cl.[CH2:31]1[C:39]2C(=CC=CC=2)[CH2:33][CH:32]1N, predict the reaction product. (5) Given the reactants [Cl:1][C:2]1[CH:9]=[CH:8][C:7]([CH2:10][S:11][C:12]2[N:13]([C:29]3[CH:34]=[CH:33][C:32]([F:35])=[CH:31][CH:30]=3)[C:14]([C:17]([C:20]3[CH:25]=[CH:24][C:23]([O:26][CH3:27])=[C:22]([Cl:28])[CH:21]=3)([CH3:19])[CH3:18])=[CH:15][N:16]=2)=[CH:6][C:3]=1[C:4]#[N:5].[N-:36]=[N+:37]=[N-:38].[Na+].[NH4+].[Cl-], predict the reaction product. The product is: [Cl:1][C:2]1[CH:9]=[CH:8][C:7]([CH2:10][S:11][C:12]2[N:13]([C:29]3[CH:30]=[CH:31][C:32]([F:35])=[CH:33][CH:34]=3)[C:14]([C:17]([C:20]3[CH:25]=[CH:24][C:23]([O:26][CH3:27])=[C:22]([Cl:28])[CH:21]=3)([CH3:18])[CH3:19])=[CH:15][N:16]=2)=[CH:6][C:3]=1[C:4]1[NH:38][N:37]=[N:36][N:5]=1. (6) Given the reactants [F:1][C:2]1[CH:7]=[CH:6][C:5]([OH:8])=[CH:4][C:3]=1[O:9][CH2:10][O:11][CH3:12].[Br:13]N1C(=O)CCC1=O, predict the reaction product. The product is: [Br:13][C:6]1[CH:7]=[C:2]([F:1])[C:3]([O:9][CH2:10][O:11][CH3:12])=[CH:4][C:5]=1[OH:8]. (7) Given the reactants [Cl:1][C:2]1[C:3](=[O:29])[N:4]([CH2:18][C:19]2[CH:28]=[CH:27][CH:26]=[C:25]3[C:20]=2[CH:21]=[CH:22][N:23]=[CH:24]3)[CH:5]=[CH:6][C:7]=1[O:8][CH2:9][C:10]1[CH:15]=[CH:14][C:13]([F:16])=[CH:12][C:11]=1[F:17].[BH3-]C#N.[Na+], predict the reaction product. The product is: [Cl:1][C:2]1[C:3](=[O:29])[N:4]([CH2:18][C:19]2[CH:28]=[CH:27][CH:26]=[C:25]3[C:20]=2[CH2:21][CH2:22][NH:23][CH2:24]3)[CH:5]=[CH:6][C:7]=1[O:8][CH2:9][C:10]1[CH:15]=[CH:14][C:13]([F:16])=[CH:12][C:11]=1[F:17]. (8) Given the reactants [NH2:1][CH2:2][CH2:3][CH2:4][N:5]1[CH2:10][CH2:9][N:8]([CH2:11][CH2:12][CH2:13][NH2:14])[CH2:7][CH2:6]1.[CH:15]1[C:27]2[CH2:26][C:25]3[C:20](=[CH:21][CH:22]=[CH:23][CH:24]=3)[C:19]=2[CH:18]=[CH:17][C:16]=1[CH:28]=O.[BH4-].[Na+].O, predict the reaction product. The product is: [CH:15]1[C:27]2[CH2:26][C:25]3[C:20](=[CH:21][CH:22]=[CH:23][CH:24]=3)[C:19]=2[CH:18]=[CH:17][C:16]=1[CH2:28][NH:14][CH2:13][CH2:12][CH2:11][N:8]1[CH2:7][CH2:6][N:5]([CH2:4][CH2:3][CH2:2][NH:1][CH2:28][C:16]2[CH:17]=[CH:18][C:19]3[C:20]4[C:25](=[CH:24][CH:23]=[CH:22][CH:21]=4)[CH2:26][C:27]=3[CH:15]=2)[CH2:10][CH2:9]1. (9) The product is: [NH2:1][C:2]1[S:3][C:4]([C:17]2[CH:22]=[CH:21][CH:20]=[C:19]([F:23])[CH:18]=2)=[C:5]([C:7]([N:9]2[C@H:14]([CH2:15][NH:16][C:34]([C:27]3[C:28]4[C:33](=[CH:32][CH:31]=[CH:30][CH:29]=4)[N:25]([CH3:24])[C:26]=3[CH3:37])=[O:35])[CH2:13][C@H:12]3[C@@H:10]2[CH2:11]3)=[O:8])[N:6]=1. Given the reactants [NH2:1][C:2]1[S:3][C:4]([C:17]2[CH:22]=[CH:21][CH:20]=[C:19]([F:23])[CH:18]=2)=[C:5]([C:7]([N:9]2[C@H:14]([CH2:15][NH2:16])[CH2:13][C@H:12]3[C@@H:10]2[CH2:11]3)=[O:8])[N:6]=1.[CH3:24][N:25]1[C:33]2[C:28](=[CH:29][CH:30]=[CH:31][CH:32]=2)[C:27]([C:34](O)=[O:35])=[C:26]1[CH3:37], predict the reaction product. (10) Given the reactants [CH2:1]([O:5][C:6]1[N:14]=[C:13]2[C:9]([N:10]=[C:11]([O:23]C)[N:12]2[CH2:15][CH2:16][CH:17]2[CH2:22][CH2:21][CH2:20][CH2:19][NH:18]2)=[C:8]([NH2:25])[N:7]=1)[CH2:2][CH2:3][CH3:4].Cl, predict the reaction product. The product is: [NH2:25][C:8]1[N:7]=[C:6]([O:5][CH2:1][CH2:2][CH2:3][CH3:4])[N:14]=[C:13]2[C:9]=1[NH:10][C:11](=[O:23])[N:12]2[CH2:15][CH2:16][CH:17]1[CH2:22][CH2:21][CH2:20][CH2:19][NH:18]1.